From a dataset of Full USPTO retrosynthesis dataset with 1.9M reactions from patents (1976-2016). Predict the reactants needed to synthesize the given product. Given the product [O:18]1[CH2:15][CH:35]1[CH2:36][O:37][C:5]1[C:6]2[NH:7][C:8]3[C:13](=[CH:12][CH:11]=[CH:10][CH:9]=3)[C:14]=2[CH:2]=[CH:3][CH:4]=1, predict the reactants needed to synthesize it. The reactants are: O[C:2]1[C:14]2[C:13]3[C:8](=[CH:9][CH:10]=[CH:11][CH:12]=3)[NH:7][C:6]=2[CH:5]=[CH:4][CH:3]=1.[C:15](=[O:18])([O-])[O-].[K+].[K+].[I-].[K+].S(S([O-])(=O)=O)([O-])(=O)=O.[Na+].[Na+].C([CH:35]1[O:37][CH2:36]1)Cl.